The task is: Predict the product of the given reaction.. This data is from Forward reaction prediction with 1.9M reactions from USPTO patents (1976-2016). The product is: [Br:1][C:2]1[C:3]([N:23]2[CH2:27][C@H:26]([OH:28])[C@@H:25]([OH:29])[CH2:24]2)=[N:4][CH:5]=[C:6]([CH:21]=1)[C:7]([NH:9][C:10]1[CH:15]=[CH:14][C:13]([O:16][C:17]([Cl:20])([F:19])[F:18])=[CH:12][CH:11]=1)=[O:8]. Given the reactants [Br:1][C:2]1[C:3](Cl)=[N:4][CH:5]=[C:6]([CH:21]=1)[C:7]([NH:9][C:10]1[CH:15]=[CH:14][C:13]([O:16][C:17]([Cl:20])([F:19])[F:18])=[CH:12][CH:11]=1)=[O:8].[NH:23]1[CH2:27][C@H:26]([OH:28])[C@@H:25]([OH:29])[CH2:24]1.CCN(C(C)C)C(C)C.Cl, predict the reaction product.